This data is from Full USPTO retrosynthesis dataset with 1.9M reactions from patents (1976-2016). The task is: Predict the reactants needed to synthesize the given product. (1) Given the product [CH3:28][NH:29][C:30](=[O:31])[C:32]1[CH:37]=[CH:36][CH:35]=[C:34]([C:2]2[CH:3]=[CH:4][C:5]3[CH:9]=[C:8]([C:10]4[CH:15]=[CH:14][N:13]=[C:12]([NH:16][CH2:17][CH2:18][CH2:19][N:20]5[CH2:25][CH2:24][N:23]([CH3:26])[CH2:22][CH2:21]5)[N:11]=4)[S:7][C:6]=3[CH:27]=2)[CH:33]=1, predict the reactants needed to synthesize it. The reactants are: Br[C:2]1[CH:3]=[CH:4][C:5]2[CH:9]=[C:8]([C:10]3[CH:15]=[CH:14][N:13]=[C:12]([NH:16][CH2:17][CH2:18][CH2:19][N:20]4[CH2:25][CH2:24][N:23]([CH3:26])[CH2:22][CH2:21]4)[N:11]=3)[S:7][C:6]=2[CH:27]=1.[CH3:28][NH:29][C:30]([C:32]1[CH:33]=[C:34](B(O)O)[CH:35]=[CH:36][CH:37]=1)=[O:31].C([O-])(O)=O.[Na+]. (2) Given the product [O:16]1[CH2:17][CH2:18][N:13]([C:4]2[C:5]3[S:10][C:9]([CH2:11][N:28]4[CH2:29][CH2:30][N:25]([C:20]5[N:21]=[CH:22][CH:23]=[CH:24][N:19]=5)[CH2:26][CH2:27]4)=[CH:8][C:6]=3[N:7]=[C:2]([C:31]3[CH:32]=[N:21][C:20]([NH2:25])=[N:19][CH:24]=3)[N:3]=2)[CH2:14][CH2:15]1, predict the reactants needed to synthesize it. The reactants are: Cl[C:2]1[N:3]=[C:4]([N:13]2[CH2:18][CH2:17][O:16][CH2:15][CH2:14]2)[C:5]2[S:10][C:9]([CH:11]=O)=[CH:8][C:6]=2[N:7]=1.[N:19]1[CH:24]=[CH:23][CH:22]=[N:21][C:20]=1[N:25]1[CH2:30][CH2:29][NH:28][CH2:27][CH2:26]1.[CH3:31][C:32](O)=O.[BH-](OC(C)=O)(OC(C)=O)OC(C)=O.[Na+]. (3) Given the product [O:31]=[C:26]1[NH:27][C:28](=[O:30])[C:29](=[CH:1][C:3]2[CH:4]=[CH:5][C:6]([C:9]3[CH:14]=[CH:13][CH:12]=[C:11]([CH2:15][N:16]([CH3:24])[C:17](=[O:23])[O:18][C:19]([CH3:20])([CH3:22])[CH3:21])[CH:10]=3)=[CH:7][CH:8]=2)[S:25]1, predict the reactants needed to synthesize it. The reactants are: [CH:1]([C:3]1[CH:8]=[CH:7][C:6]([C:9]2[CH:14]=[CH:13][CH:12]=[C:11]([CH2:15][N:16]([CH3:24])[C:17](=[O:23])[O:18][C:19]([CH3:22])([CH3:21])[CH3:20])[CH:10]=2)=[CH:5][CH:4]=1)=O.[S:25]1[CH2:29][C:28](=[O:30])[NH:27][C:26]1=[O:31]. (4) Given the product [CH3:25][O:24][N:23]([CH3:22])[C:6]([C:2]1[O:1][C:5]([CH3:10])=[N:4][N:3]=1)=[O:8], predict the reactants needed to synthesize it. The reactants are: [O:1]1[CH:5]=[N:4][N:3]=[C:2]1[C:6]([OH:8])=O.[K].[CH3:10]N(C=O)C.C(Cl)(=O)C(Cl)=O.Cl.[CH3:22][NH:23][O:24][CH3:25].C([O-])([O-])=O.[K+].[K+]. (5) Given the product [C:1]([C:3]1[CH:8]=[CH:7][C:6]([NH:9][C:10]2[N:15]=[C:14]([NH:16][CH2:17][CH2:18][CH3:19])[C:13]([C:20]([NH:22][C:23]3[CH:28]=[CH:27][CH:26]=[C:25]([NH:29][C:30](=[O:42])[C@@H:31]([NH:33][CH3:34])[CH3:32])[CH:24]=3)=[O:21])=[CH:12][N:11]=2)=[CH:5][CH:4]=1)#[N:2], predict the reactants needed to synthesize it. The reactants are: [C:1]([C:3]1[CH:8]=[CH:7][C:6]([NH:9][C:10]2[N:15]=[C:14]([NH:16][CH2:17][CH2:18][CH3:19])[C:13]([C:20]([NH:22][C:23]3[CH:24]=[C:25]([NH:29][C:30](=[O:42])[C@@H:31]([N:33](C)[C:34](=O)OC(C)(C)C)[CH3:32])[CH:26]=[CH:27][CH:28]=3)=[O:21])=[CH:12][N:11]=2)=[CH:5][CH:4]=1)#[N:2].Cl. (6) Given the product [O:1]1[CH2:6][CH:5]=[C:4]([N:8]2[CH2:13][CH2:12][O:11][CH2:10][CH2:9]2)[CH2:3][CH2:2]1, predict the reactants needed to synthesize it. The reactants are: [O:1]1[CH2:6][CH2:5][C:4](=O)[CH2:3][CH2:2]1.[NH:8]1[CH2:13][CH2:12][O:11][CH2:10][CH2:9]1.O. (7) Given the product [CH3:6][C:5]([O:7][C:8]1[CH:13]=[CH:12][C:11]([O:14][CH:15]([C:19]2[C:20]([CH3:35])=[N:21][C:22]([C:25]3[CH:26]=[CH:27][C:28]([C:31]([F:32])([F:34])[F:33])=[CH:29][CH:30]=3)=[CH:23][CH:24]=2)[CH2:16][CH2:17][CH3:18])=[CH:10][C:9]=1[CH3:36])([CH3:37])[C:4]([OH:38])=[O:3], predict the reactants needed to synthesize it. The reactants are: C([O:3][C:4](=[O:38])[C:5]([CH3:37])([O:7][C:8]1[CH:13]=[CH:12][C:11]([O:14][CH:15]([C:19]2[C:20]([CH3:35])=[N:21][C:22]([C:25]3[CH:30]=[CH:29][C:28]([C:31]([F:34])([F:33])[F:32])=[CH:27][CH:26]=3)=[CH:23][CH:24]=2)[CH2:16][CH2:17][CH3:18])=[CH:10][C:9]=1[CH3:36])[CH3:6])C.ClC(C1C(C)=NC(C2C=CC(C(F)(F)F)=CC=2)=CC=1)CCC.ClCC1C(C)=NC(C2C=CC(C(F)(F)F)=CC=2)=CC=1. (8) Given the product [CH3:37][O:36][C:34]([NH:1][CH2:2][CH2:3][CH2:4][N:5]([C:19]1[CH:24]=[CH:23][CH:22]=[C:21]([Cl:25])[CH:20]=1)[CH:6]1[CH2:11][CH2:10][CH2:9][N:8]([C:12]([O:14][C:15]([CH3:16])([CH3:17])[CH3:18])=[O:13])[CH2:7]1)=[O:35].[C:15]([O:14][C:12]([N:8]1[CH2:9][CH2:10][CH2:11][CH2:6][CH2:7]1)=[O:13])([CH3:18])([CH3:16])[CH3:17], predict the reactants needed to synthesize it. The reactants are: [NH2:1][CH2:2][CH2:3][CH2:4][N:5]([C:19]1[CH:24]=[CH:23][CH:22]=[C:21]([Cl:25])[CH:20]=1)[CH:6]1[CH2:11][CH2:10][CH2:9][N:8]([C:12]([O:14][C:15]([CH3:18])([CH3:17])[CH3:16])=[O:13])[CH2:7]1.CCN(CC)CC.Cl[C:34]([O:36][CH3:37])=[O:35].O.